Regression. Given two drug SMILES strings and cell line genomic features, predict the synergy score measuring deviation from expected non-interaction effect. From a dataset of NCI-60 drug combinations with 297,098 pairs across 59 cell lines. (1) Drug 1: C1CC(C1)(C(=O)O)C(=O)O.[NH2-].[NH2-].[Pt+2]. Drug 2: CNC(=O)C1=NC=CC(=C1)OC2=CC=C(C=C2)NC(=O)NC3=CC(=C(C=C3)Cl)C(F)(F)F. Cell line: U251. Synergy scores: CSS=15.9, Synergy_ZIP=0.514, Synergy_Bliss=5.72, Synergy_Loewe=-1.13, Synergy_HSA=2.71. (2) Synergy scores: CSS=17.9, Synergy_ZIP=-10.6, Synergy_Bliss=-7.01, Synergy_Loewe=-20.6, Synergy_HSA=-12.9. Drug 2: C1CN1C2=NC(=NC(=N2)N3CC3)N4CC4. Cell line: HT29. Drug 1: CCCCC(=O)OCC(=O)C1(CC(C2=C(C1)C(=C3C(=C2O)C(=O)C4=C(C3=O)C=CC=C4OC)O)OC5CC(C(C(O5)C)O)NC(=O)C(F)(F)F)O. (3) Drug 1: COC1=CC(=CC(=C1O)OC)C2C3C(COC3=O)C(C4=CC5=C(C=C24)OCO5)OC6C(C(C7C(O6)COC(O7)C8=CC=CS8)O)O. Drug 2: CC12CCC3C(C1CCC2OP(=O)(O)O)CCC4=C3C=CC(=C4)OC(=O)N(CCCl)CCCl.[Na+]. Cell line: SR. Synergy scores: CSS=65.2, Synergy_ZIP=1.62, Synergy_Bliss=0.434, Synergy_Loewe=-1.11, Synergy_HSA=2.92. (4) Drug 1: C1CCC(CC1)NC(=O)N(CCCl)N=O. Drug 2: C1=CC(=CC=C1CCCC(=O)O)N(CCCl)CCCl. Cell line: OVCAR-4. Synergy scores: CSS=6.12, Synergy_ZIP=0.811, Synergy_Bliss=7.08, Synergy_Loewe=3.94, Synergy_HSA=6.49. (5) Drug 1: C(CCl)NC(=O)N(CCCl)N=O. Drug 2: N.N.Cl[Pt+2]Cl. Cell line: OVCAR3. Synergy scores: CSS=23.9, Synergy_ZIP=-0.774, Synergy_Bliss=0.264, Synergy_Loewe=-7.90, Synergy_HSA=-1.42. (6) Drug 2: COC1=C2C(=CC3=C1OC=C3)C=CC(=O)O2. Synergy scores: CSS=44.6, Synergy_ZIP=-2.05, Synergy_Bliss=-0.939, Synergy_Loewe=-25.9, Synergy_HSA=0.395. Drug 1: C1=NC(=NC(=O)N1C2C(C(C(O2)CO)O)O)N. Cell line: UACC62. (7) Drug 1: CCC1(CC2CC(C3=C(CCN(C2)C1)C4=CC=CC=C4N3)(C5=C(C=C6C(=C5)C78CCN9C7C(C=CC9)(C(C(C8N6C)(C(=O)OC)O)OC(=O)C)CC)OC)C(=O)OC)O.OS(=O)(=O)O. Drug 2: C1CN(CCN1C(=O)CCBr)C(=O)CCBr. Cell line: SF-295. Synergy scores: CSS=12.8, Synergy_ZIP=-8.55, Synergy_Bliss=-10.6, Synergy_Loewe=-8.77, Synergy_HSA=-9.44.